From a dataset of Full USPTO retrosynthesis dataset with 1.9M reactions from patents (1976-2016). Predict the reactants needed to synthesize the given product. (1) Given the product [O:1]1[CH:5]=[CH:4][C:3]([C:6]2[CH:17]=[CH:16][CH:15]=[C:14]([CH3:18])[C:7]=2[O:8][CH2:9][C:10]([NH:19][NH2:20])=[O:11])=[CH:2]1, predict the reactants needed to synthesize it. The reactants are: [O:1]1[CH:5]=[CH:4][C:3]([C:6]2[CH:17]=[CH:16][CH:15]=[C:14]([CH3:18])[C:7]=2[O:8][CH2:9][C:10](OC)=[O:11])=[CH:2]1.[NH2:19][NH2:20]. (2) Given the product [CH3:1][O:2][C:3]([C:5]1[C:9]([CH3:10])=[N:8][NH:7][N:6]=1)=[O:4], predict the reactants needed to synthesize it. The reactants are: [CH3:1][O:2][C:3]([C:5]1[N:6]=[N:7][N:8](CC2C=CC(OC)=CC=2)[C:9]=1[CH3:10])=[O:4].COC(C1N(CC2C=CC(OC)=CC=2)N=NC=1C)=O.[N+]([O-])([O-])=O.[NH4+].[Ce+4].[N+]([O-])([O-])=O.[N+]([O-])([O-])=O.[N+]([O-])([O-])=O.[N+]([O-])([O-])=O. (3) Given the product [F:20][C:19]([F:22])([F:21])[C:17]([OH:23])=[O:18].[NH2:8][CH:9]1[CH2:14][CH2:13][C:12](=[O:15])[NH:11][C:10]1=[O:16], predict the reactants needed to synthesize it. The reactants are: C(OC([NH:8][CH:9]1[CH2:14][CH2:13][C:12](=[O:15])[NH:11][C:10]1=[O:16])=O)(C)(C)C.[C:17]([OH:23])([C:19]([F:22])([F:21])[F:20])=[O:18].